This data is from Acute oral toxicity (LD50) regression data from Zhu et al.. The task is: Regression/Classification. Given a drug SMILES string, predict its toxicity properties. Task type varies by dataset: regression for continuous values (e.g., LD50, hERG inhibition percentage) or binary classification for toxic/non-toxic outcomes (e.g., AMES mutagenicity, cardiotoxicity, hepatotoxicity). Dataset: ld50_zhu. (1) The compound is CC1OC(OC2C=C3CCC4C(CCC5(C)C(c6ccc(=O)oc6)CCC45O)C3(C)CC2)C(O)C(O)C1O. The rat oral LD50 is 3.98, given as -log10 of the dose in mol/kg body weight (higher means more acutely toxic). (2) The compound is O=C(NN=C1C=CC(=NO)C=C1)c1ccccc1. The rat oral LD50 is 3.38, given as -log10 of the dose in mol/kg body weight (higher means more acutely toxic). (3) The molecule is CCC(C)(O)CCc1ccccc1. The rat oral LD50 is 1.78, given as -log10 of the dose in mol/kg body weight (higher means more acutely toxic).